From a dataset of Reaction yield outcomes from USPTO patents with 853,638 reactions. Predict the reaction yield, written as a fraction of the theoretical maximum amount of product (1.0 means a 100% yield; for example, 0.34 means a 34% yield). (1) The reactants are [C:1]([C:3]1[CH:4]=[CH:5][C:6]2[O:11][CH:10]([C:12]([OH:14])=O)[CH2:9][NH:8][C:7]=2[CH:15]=1)#[N:2].[NH2:16][C:17]1[CH:22]=[C:21]([O:23][C:24]([O:26][CH3:27])=[O:25])[C:20]([CH:28]2[CH2:32][CH2:31][CH2:30][CH2:29]2)=[CH:19][C:18]=1[CH:33]1[CH2:38][CH2:37][N:36]([C:39]([O:41][C:42]([CH3:45])([CH3:44])[CH3:43])=[O:40])[CH2:35][CH2:34]1.C(P1(=O)OP(CCC)(=O)OP(CCC)(=O)O1)CC.N1C=CC=CC=1. The catalyst is ClCCl. The product is [C:42]([O:41][C:39]([N:36]1[CH2:37][CH2:38][CH:33]([C:18]2[CH:19]=[C:20]([CH:28]3[CH2:29][CH2:30][CH2:31][CH2:32]3)[C:21]([O:23][C:24]([O:26][CH3:27])=[O:25])=[CH:22][C:17]=2[NH:16][C:12]([CH:10]2[CH2:9][NH:8][C:7]3[CH:15]=[C:3]([C:1]#[N:2])[CH:4]=[CH:5][C:6]=3[O:11]2)=[O:14])[CH2:34][CH2:35]1)=[O:40])([CH3:45])([CH3:44])[CH3:43]. The yield is 0.770. (2) The reactants are C1C=CC(P(C2C=CC=CC=2)C2C=CC=CC=2)=CC=1.II.[CH2:22]([O:29][N:30]1[C:36](=[O:37])[N:35]2[CH2:38][C@H:31]1[CH2:32][CH2:33][C@H:34]2[C:39]([NH:41][NH:42][C:43](=O)[CH2:44][CH:45]1[CH2:48][CH:47]([NH:49][C:50](=[O:56])[O:51][C:52]([CH3:55])([CH3:54])[CH3:53])[CH2:46]1)=[O:40])[C:23]1[CH:28]=[CH:27][CH:26]=[CH:25][CH:24]=1. The catalyst is C(Cl)Cl. The product is [CH2:22]([O:29][N:30]1[C:36](=[O:37])[N:35]2[CH2:38][C@H:31]1[CH2:32][CH2:33][C@H:34]2[C:39]1[O:40][C:43]([CH2:44][CH:45]2[CH2:46][CH:47]([NH:49][C:50](=[O:56])[O:51][C:52]([CH3:55])([CH3:54])[CH3:53])[CH2:48]2)=[N:42][N:41]=1)[C:23]1[CH:28]=[CH:27][CH:26]=[CH:25][CH:24]=1. The yield is 0.850.